This data is from Reaction yield outcomes from USPTO patents with 853,638 reactions. The task is: Predict the reaction yield, written as a fraction of the theoretical maximum amount of product (1.0 means a 100% yield; for example, 0.34 means a 34% yield). The reactants are Br[C:2]1[C:3]([O:17][CH2:18][C:19]2[C:20]([C:25]3[CH:30]=[CH:29][CH:28]=[CH:27][CH:26]=3)=[N:21][O:22][C:23]=2[CH3:24])=[N:4][CH:5]=[C:6]([CH:16]=1)[C:7]([NH:9][CH:10]1[CH2:15][CH2:14][O:13][CH2:12][CH2:11]1)=[O:8].[CH3:31]B1OB(C)OB(C)O1.C(=O)([O-])[O-].[Na+].[Na+]. The catalyst is COCCOC.C(OCC)(=O)C.C1C=CC([P]([Pd]([P](C2C=CC=CC=2)(C2C=CC=CC=2)C2C=CC=CC=2)([P](C2C=CC=CC=2)(C2C=CC=CC=2)C2C=CC=CC=2)[P](C2C=CC=CC=2)(C2C=CC=CC=2)C2C=CC=CC=2)(C2C=CC=CC=2)C2C=CC=CC=2)=CC=1. The product is [CH3:31][C:2]1[C:3]([O:17][CH2:18][C:19]2[C:20]([C:25]3[CH:26]=[CH:27][CH:28]=[CH:29][CH:30]=3)=[N:21][O:22][C:23]=2[CH3:24])=[N:4][CH:5]=[C:6]([CH:16]=1)[C:7]([NH:9][CH:10]1[CH2:15][CH2:14][O:13][CH2:12][CH2:11]1)=[O:8]. The yield is 0.500.